Dataset: Catalyst prediction with 721,799 reactions and 888 catalyst types from USPTO. Task: Predict which catalyst facilitates the given reaction. (1) Reactant: F[P-](F)(F)(F)(F)F.N1(OC(N(C)C)=[N+](C)C)C2N=CC=CC=2N=N1.[NH2:25][C:26]1[CH:27]=[CH:28][C:29]([CH:32]([CH3:39])[CH2:33][C:34]([O:36][CH2:37][CH3:38])=[O:35])=[N:30][CH:31]=1.C(N(C(C)C)CC)(C)C.[C:49]([O:52][C:53]1[CH:54]=[C:55]([CH2:62][C:63](O)=[O:64])[CH:56]=[CH:57][C:58]=1[N+:59]([O-:61])=[O:60])(=[O:51])[CH3:50]. Product: [C:49]([O:52][C:53]1[CH:54]=[C:55]([CH2:62][C:63]([NH:25][C:26]2[CH:27]=[CH:28][C:29]([CH:32]([CH3:39])[CH2:33][C:34]([O:36][CH2:37][CH3:38])=[O:35])=[N:30][CH:31]=2)=[O:64])[CH:56]=[CH:57][C:58]=1[N+:59]([O-:61])=[O:60])(=[O:51])[CH3:50]. The catalyst class is: 9. (2) The catalyst class is: 11. Reactant: Cl[C:2]1[N:7]2[N:8]=[C:9]([C:17]3[CH:22]=[CH:21][C:20]([F:23])=[CH:19][CH:18]=3)[C:10]([C:11]3[CH:16]=[CH:15][N:14]=[CH:13][CH:12]=3)=[C:6]2[CH:5]=[CH:4][CH:3]=1.[CH2:24]([NH2:28])[CH2:25][CH2:26][CH3:27]. Product: [CH2:24]([NH:28][C:2]1[N:7]2[N:8]=[C:9]([C:17]3[CH:22]=[CH:21][C:20]([F:23])=[CH:19][CH:18]=3)[C:10]([C:11]3[CH:16]=[CH:15][N:14]=[CH:13][CH:12]=3)=[C:6]2[CH:5]=[CH:4][CH:3]=1)[CH2:25][CH2:26][CH3:27].